From a dataset of Forward reaction prediction with 1.9M reactions from USPTO patents (1976-2016). Predict the product of the given reaction. (1) The product is: [C:1]([C:3]1[CH:4]=[CH:5][C:6]([CH2:7][NH:8][C:9](=[O:23])[CH:10]([O:11][CH2:12][CH3:13])[C:14]2[C:19]([F:20])=[CH:18][CH:17]=[C:16]([O:21][CH:27]([CH2:30][CH3:31])[CH2:28][CH3:29])[C:15]=2[F:22])=[CH:24][CH:25]=1)#[N:2]. Given the reactants [C:1]([C:3]1[CH:25]=[CH:24][C:6]([CH2:7][NH:8][C:9](=[O:23])[CH:10]([C:14]2[C:19]([F:20])=[CH:18][CH:17]=[C:16]([OH:21])[C:15]=2[F:22])[O:11][CH2:12][CH3:13])=[CH:5][CH:4]=1)#[N:2].Br[CH:27]([CH2:30][CH3:31])[CH2:28][CH3:29], predict the reaction product. (2) Given the reactants [CH3:1][NH2:2].F[C:4]1[CH:5]=[C:6]([CH:14]=[CH:15][C:16]=1[N+:17]([O-:19])=[O:18])[CH2:7][N:8]1[CH2:13][CH2:12][O:11][CH2:10][CH2:9]1, predict the reaction product. The product is: [CH3:1][NH:2][C:4]1[CH:5]=[C:6]([CH2:7][N:8]2[CH2:13][CH2:12][O:11][CH2:10][CH2:9]2)[CH:14]=[CH:15][C:16]=1[N+:17]([O-:19])=[O:18]. (3) Given the reactants [CH3:1][CH:2]([OH:9])[CH2:3][CH2:4][CH2:5][CH2:6][CH:7]=[CH2:8].ICC(N)=O.N(/C(C#N)(C)C[CH2:19][C:20]([OH:22])=[O:21])=N\C(C#N)(C)C[CH2:19][C:20]([OH:22])=[O:21], predict the reaction product. The product is: [OH:9][CH:2]([CH3:1])[CH2:3][CH2:4][CH2:5][CH2:6][CH:7]1[O:22][C:20](=[O:21])[CH2:19][CH2:8]1. (4) Given the reactants CO[C:3](=[O:13])[C:4]1[C:9]([CH2:10]Br)=[CH:8][CH:7]=[CH:6][C:5]=1[Br:12].[ClH:14].[CH3:15][O:16][C:17]1[CH:22]=[CH:21][C:20]([NH2:23])=[CH:19][C:18]=1[O:24][CH2:25][CH2:26][N:27]1[CH2:32][CH2:31][CH:30]([CH3:33])[CH2:29][CH2:28]1, predict the reaction product. The product is: [ClH:14].[Br:12][C:5]1[CH:6]=[CH:7][CH:8]=[C:9]2[C:4]=1[C:3](=[O:13])[N:23]([C:20]1[CH:21]=[CH:22][C:17]([O:16][CH3:15])=[C:18]([O:24][CH2:25][CH2:26][N:27]3[CH2:28][CH2:29][CH:30]([CH3:33])[CH2:31][CH2:32]3)[CH:19]=1)[CH2:10]2. (5) Given the reactants Br[CH2:2][CH2:3][CH2:4][CH2:5][O:6][C:7]1[CH:22]=[CH:21][C:10]2[C:11]([C:14]3[CH:19]=[CH:18][C:17]([Cl:20])=[CH:16][CH:15]=3)=[N:12][S:13][C:9]=2[CH:8]=1.[CH2:23]([NH:25][CH2:26][CH2:27][OH:28])[CH3:24], predict the reaction product. The product is: [Cl:20][C:17]1[CH:18]=[CH:19][C:14]([C:11]2[C:10]3[CH:21]=[CH:22][C:7]([O:6][CH2:5][CH2:4][CH2:3][CH2:2][N:25]([CH2:23][CH3:24])[CH2:26][CH2:27][OH:28])=[CH:8][C:9]=3[S:13][N:12]=2)=[CH:15][CH:16]=1. (6) Given the reactants Cl.[NH2:2][CH2:3][CH2:4][C:5]([O:7][CH2:8][CH3:9])=[O:6].[CH3:10][C:11]1[CH:30]=[C:29]([N:31]2[CH:35]=[C:34]([C:36]([F:39])([F:38])[F:37])[CH:33]=[N:32]2)[CH:28]=[CH:27][C:12]=1[O:13][CH:14]([C:18]1[CH:26]=[CH:25][C:21]([C:22](O)=[O:23])=[CH:20][CH:19]=1)[CH2:15][CH2:16][CH3:17].C1C=C2N=NN(O)C2=CC=1.O.CCN(C(C)C)C(C)C.CCN=C=NCCCN(C)C.Cl.Cl, predict the reaction product. The product is: [CH3:10][C:11]1[CH:30]=[C:29]([N:31]2[CH:35]=[C:34]([C:36]([F:37])([F:39])[F:38])[CH:33]=[N:32]2)[CH:28]=[CH:27][C:12]=1[O:13][CH:14]([C:18]1[CH:19]=[CH:20][C:21]([C:22]([NH:2][CH2:3][CH2:4][C:5]([O:7][CH2:8][CH3:9])=[O:6])=[O:23])=[CH:25][CH:26]=1)[CH2:15][CH2:16][CH3:17]. (7) The product is: [Cl:1][C:2]1[CH:7]=[C:6]([Cl:8])[CH:5]=[CH:4][C:3]=1[C:9]1[N:10]=[C:11](/[CH:14]=[CH:15]/[C:16]2[CH:17]=[CH:18][C:19]([O:22][CH3:23])=[CH:20][CH:21]=2)[N:12]([CH2:24][CH3:25])[CH:13]=1. Given the reactants [Cl:1][C:2]1[CH:7]=[C:6]([Cl:8])[CH:5]=[CH:4][C:3]=1[C:9]1[N:10]=[C:11](/[CH:14]=[CH:15]/[C:16]2[CH:21]=[CH:20][C:19]([O:22][CH3:23])=[CH:18][CH:17]=2)[NH:12][CH:13]=1.[CH2:24](Br)[CH3:25], predict the reaction product. (8) Given the reactants C(NC1C=CC(C2C=C3C(CN([C@@H](C(C)C)C(O)=O)C3=O)=CC=2)=CC=1)(=O)C1C=CC=CC=1.[CH3:33][CH:34]([CH3:73])[C@H:35]([N:40]1[CH2:48][C:47]2[C:42](=[CH:43][C:44]([C:49]3[CH:54]=[CH:53][C:52]([NH:55][C:56]([C:58]4[CH:67]=[CH:66][C:65]5[C:64]([CH3:69])([CH3:68])[CH2:63][CH2:62][C:61]([CH3:71])([CH3:70])[C:60]=5[CH:59]=4)=[O:57])=[CH:51][CH:50]=3)=[CH:45][CH:46]=2)[C:41]1=[O:72])[C:36]([O:38]C)=[O:37], predict the reaction product. The product is: [CH3:33][CH:34]([CH3:73])[C@H:35]([N:40]1[CH2:48][C:47]2[C:42](=[CH:43][C:44]([C:49]3[CH:50]=[CH:51][C:52]([NH:55][C:56]([C:58]4[CH:67]=[CH:66][C:65]5[C:64]([CH3:69])([CH3:68])[CH2:63][CH2:62][C:61]([CH3:71])([CH3:70])[C:60]=5[CH:59]=4)=[O:57])=[CH:53][CH:54]=3)=[CH:45][CH:46]=2)[C:41]1=[O:72])[C:36]([OH:38])=[O:37]. (9) Given the reactants Cl[C:2]1[C:11]2[C:6](=[CH:7][C:8]([F:12])=[CH:9][CH:10]=2)[N:5]=[C:4]([C:13]([C:15]2[CH:20]=[CH:19][C:18]([F:21])=[CH:17][CH:16]=2)=[O:14])[N:3]=1.[CH3:22][C:23]1[NH:27][N:26]=[C:25]([NH2:28])[CH:24]=1.CCN(C(C)C)C(C)C.O, predict the reaction product. The product is: [F:12][C:8]1[CH:7]=[C:6]2[C:11]([C:2]([NH:28][C:25]3[CH:24]=[C:23]([CH3:22])[NH:27][N:26]=3)=[N:3][C:4]([C:13]([C:15]3[CH:20]=[CH:19][C:18]([F:21])=[CH:17][CH:16]=3)=[O:14])=[N:5]2)=[CH:10][CH:9]=1.